From a dataset of Forward reaction prediction with 1.9M reactions from USPTO patents (1976-2016). Predict the product of the given reaction. (1) Given the reactants [CH3:1][N:2]1[CH2:15][CH2:14][C:5]2[NH:6][C:7]3[CH:8]=[CH:9][C:10]([CH3:13])=[CH:11][C:12]=3[C:4]=2[CH2:3]1.CN1C(=O)CCC1.[OH-].[K+].[CH:25]([C:27]1[CH:28]=[CH:29][C:30]([CH2:33][CH2:34][CH2:35][N:36]2C(=O)C3C(=CC=CC=3)C2=O)=[N:31][CH:32]=1)=[CH2:26], predict the reaction product. The product is: [CH3:1][N:2]1[CH2:15][CH2:14][C:5]2[N:6]([CH2:26][CH2:25][C:27]3[CH:28]=[CH:29][C:30]([CH2:33][CH2:34][CH2:35][NH2:36])=[N:31][CH:32]=3)[C:7]3[CH:8]=[CH:9][C:10]([CH3:13])=[CH:11][C:12]=3[C:4]=2[CH2:3]1. (2) Given the reactants Cl[C:2]1[N:10]=[C:9]2[C:5]([NH:6][CH:7]=[N:8]2)=[C:4](Cl)[N:3]=1.C(OCC)(=O)C.O1C=CCCC1.C(NCC=C)C=C, predict the reaction product. The product is: [N:3]1[CH:4]=[C:5]2[C:9]([N:8]=[CH:7][NH:6]2)=[N:10][CH:2]=1. (3) Given the reactants [F:1][C:2]1[C:3]([NH:38][C@H:39]2[CH:44]3[CH2:45][CH2:46][CH:41]([CH2:42][CH2:43]3)[C@@H:40]2[C:47]([O:49][CH3:50])=[O:48])=[N:4][C:5]([C:9]2[C:17]3[C:12](=[N:13][CH:14]=[C:15]([F:18])[CH:16]=3)[N:11](C(C3C=CC=CC=3)(C3C=CC=CC=3)C3C=CC=CC=3)[N:10]=2)=[C:6]([F:8])[CH:7]=1.C([SiH](CC)CC)C.FC(F)(F)C(O)=O, predict the reaction product. The product is: [F:1][C:2]1[C:3]([NH:38][C@H:39]2[CH:44]3[CH2:43][CH2:42][CH:41]([CH2:46][CH2:45]3)[C@@H:40]2[C:47]([O:49][CH3:50])=[O:48])=[N:4][C:5]([C:9]2[C:17]3[C:12](=[N:13][CH:14]=[C:15]([F:18])[CH:16]=3)[NH:11][N:10]=2)=[C:6]([F:8])[CH:7]=1.